This data is from Reaction yield outcomes from USPTO patents with 853,638 reactions. The task is: Predict the reaction yield, written as a fraction of the theoretical maximum amount of product (1.0 means a 100% yield; for example, 0.34 means a 34% yield). (1) The reactants are [C:1]([O:5][C:6]([N:8]([CH3:18])[C@H:9]([C:15]([OH:17])=O)[C:10](=[O:14])[O:11][CH2:12][CH3:13])=[O:7])([CH3:4])([CH3:3])[CH3:2].[CH3:19][C:20]1[O:24][N:23]=[C:22]([CH2:25][NH2:26])[CH:21]=1.CCN=C=NCCCN(C)C.Cl.C1C=CC2N(O)N=NC=2C=1.C(=O)([O-])O.[Na+]. The catalyst is C(Cl)(Cl)Cl.O. The product is [C:1]([O:5][C:6]([N:8]([CH3:18])[C@H:9]([C:15]([NH:26][CH2:25][C:22]1[CH:21]=[C:20]([CH3:19])[O:24][N:23]=1)=[O:17])[C:10](=[O:14])[O:11][CH2:12][CH3:13])=[O:7])([CH3:2])([CH3:3])[CH3:4]. The yield is 0.670. (2) The reactants are [CH2:1]([O:3][C:4]1[C:8]([CH2:9][CH2:10][OH:11])=[CH:7][N:6]([C:12]2[CH:17]=[CH:16][C:15]([C:18]([F:21])([F:20])[F:19])=[CH:14][N:13]=2)[N:5]=1)[CH3:2].O[C:23]1[CH:28]=[CH:27][C:26]([CH2:29][CH2:30][C:31]([O:33]C)=[O:32])=[C:25]([O:35][CH3:36])[CH:24]=1.C(P(CCCC)CCCC)CCC.N(C(N1CCCCC1)=O)=NC(N1CCCCC1)=O. The catalyst is O1CCCC1. The product is [CH2:1]([O:3][C:4]1[C:8]([CH2:9][CH2:10][O:11][C:23]2[CH:28]=[CH:27][C:26]([CH2:29][CH2:30][C:31]([OH:33])=[O:32])=[C:25]([O:35][CH3:36])[CH:24]=2)=[CH:7][N:6]([C:12]2[CH:17]=[CH:16][C:15]([C:18]([F:20])([F:19])[F:21])=[CH:14][N:13]=2)[N:5]=1)[CH3:2]. The yield is 0.610. (3) The reactants are [CH3:1][O:2][C:3]([C:5]1([C:8]2[CH:13]=[CH:12][C:11]([OH:14])=[C:10]([NH2:15])[CH:9]=2)[CH2:7][CH2:6]1)=[O:4].Cl[C:17](Cl)([O:19]C(=O)OC(Cl)(Cl)Cl)Cl.O. The catalyst is C1COCC1. The product is [CH3:1][O:2][C:3]([C:5]1([C:8]2[CH:13]=[CH:12][C:11]3[O:14][C:17](=[O:19])[NH:15][C:10]=3[CH:9]=2)[CH2:7][CH2:6]1)=[O:4]. The yield is 0.910. (4) The yield is 0.390. The catalyst is C(O)C.O. The reactants are [C:1]([CH:3]([CH:9]([CH3:11])[CH3:10])[C:4]([O:6]CC)=O)#[N:2].[CH2:12]([NH:14][C:15]([NH2:17])=[O:16])[CH3:13].[O-]CC.[Na+].Cl. The product is [CH2:12]([N:14]1[C:1]([NH2:2])=[C:3]([CH:9]([CH3:10])[CH3:11])[C:4](=[O:6])[NH:17][C:15]1=[O:16])[CH3:13]. (5) The reactants are [N+:1]([C:4]1[CH:5]=[C:6]([NH:10][C:11]([N:13]2[CH2:17][CH2:16][CH2:15][CH2:14]2)=[O:12])[CH:7]=[CH:8][CH:9]=1)([O-])=O.O.NN. The catalyst is CO.CCOC(C)=O.[Ni]. The product is [NH2:1][C:4]1[CH:5]=[C:6]([NH:10][C:11]([N:13]2[CH2:17][CH2:16][CH2:15][CH2:14]2)=[O:12])[CH:7]=[CH:8][CH:9]=1. The yield is 0.920. (6) The reactants are [C:1]([C:4]1[S:5]C=C[CH:8]=1)(=O)[CH3:2].[S:9]1[CH:13]=[CH:12][CH:11]=[C:10]1[C:14]([CH2:16][C:17]#[N:18])=[O:15].N1CCOCC1.[S]. The catalyst is CC(=O)CC. The product is [NH2:18][C:17]1[S:5][C:4]([CH3:8])=[C:1]([CH3:2])[C:16]=1[C:14]([C:10]1[S:9][CH:13]=[CH:12][CH:11]=1)=[O:15]. The yield is 0.440. (7) The reactants are [Si:1](Cl)([C:4]([CH3:7])([CH3:6])[CH3:5])([CH3:3])[CH3:2].[CH2:9]([OH:13])[C@H:10]([OH:12])[CH3:11].C(N(C(C)C)CC)(C)C. The catalyst is C(Cl)Cl.C(OCC)C.O. The product is [CH3:5][C:4]([Si:1]([CH3:3])([CH3:2])[O:13][CH2:9][C@H:10]([OH:12])[CH3:11])([CH3:7])[CH3:6]. The yield is 0.800. (8) The reactants are CC(S(/[N:7]=[CH:8]/[C:9]1[O:13][CH:12]=[N:11][CH:10]=1)=O)(C)C.[Cl:14][C:15]1[CH:16]=[C:17]([Mg]Br)[CH:18]=[CH:19][C:20]=1[Cl:21].[Cl-].[NH4+].Cl.O1CCOCC1. The catalyst is CCOCC.C1(C)C=CC=CC=1. The product is [ClH:14].[Cl:14][C:15]1[CH:16]=[C:17]([CH:8]([C:9]2[O:13][CH:12]=[N:11][CH:10]=2)[NH2:7])[CH:18]=[CH:19][C:20]=1[Cl:21]. The yield is 0.733. (9) The reactants are [Br:1][C:2]1[C:3](F)=[C:4]2[C:10]([NH:11][C:12](=[O:16])[CH:13]([CH3:15])[CH3:14])=[CH:9][NH:8][C:5]2=[N:6][CH:7]=1.C(OC(=O)[NH:24][C@H:25]1[C@H:30]([CH:31]2[CH2:33][CH2:32]2)[CH2:29][CH2:28][NH:27][CH2:26]1)(C)(C)C.CCN(C(C)C)C(C)C.C(O)(C(F)(F)F)=O.C(Cl)[Cl:52]. The catalyst is CCCCO. The product is [ClH:52].[NH2:24][C@H:25]1[C@H:30]([CH:31]2[CH2:33][CH2:32]2)[CH2:29][CH2:28][N:27]([C:3]2[C:2]([Br:1])=[CH:7][N:6]=[C:5]3[NH:8][CH:9]=[C:10]([NH:11][C:12](=[O:16])[CH:13]([CH3:15])[CH3:14])[C:4]=23)[CH2:26]1. The yield is 0.520. (10) The reactants are [CH:1]([C:4]1[CH:5]=[C:6]([C:10]2[CH:18]=[C:17]3[C:13]([CH2:14][C:15](=[O:19])[NH:16]3)=[CH:12][CH:11]=2)[CH:7]=[CH:8][CH:9]=1)([CH3:3])[CH3:2].[N:20]1([CH2:25][CH2:26][NH:27][C:28]([C:30]2[C:34]([CH3:35])=[C:33]([CH:36]=O)[NH:32][C:31]=2[CH3:38])=[O:29])[CH2:24][CH2:23][CH2:22][CH2:21]1. No catalyst specified. The product is [N:20]1([CH2:25][CH2:26][NH:27][C:28]([C:30]2[C:34]([CH3:35])=[C:33]([CH:36]=[C:14]3[C:13]4[C:17](=[CH:18][C:10]([C:6]5[CH:7]=[CH:8][CH:9]=[C:4]([CH:1]([CH3:3])[CH3:2])[CH:5]=5)=[CH:11][CH:12]=4)[NH:16][C:15]3=[O:19])[NH:32][C:31]=2[CH3:38])=[O:29])[CH2:24][CH2:23][CH2:22][CH2:21]1. The yield is 0.630.